This data is from Reaction yield outcomes from USPTO patents with 853,638 reactions. The task is: Predict the reaction yield, written as a fraction of the theoretical maximum amount of product (1.0 means a 100% yield; for example, 0.34 means a 34% yield). (1) The reactants are [C:1]([C:5]1[CH:10]=[CH:9][C:8]([S:11](Cl)(=[O:13])=[O:12])=[CH:7][C:6]=1[Cl:15])([CH3:4])([CH3:3])[CH3:2].[CH3:16][C:17]1[CH:21]=[C:20]([NH2:22])[N:19]([C:23]2[CH:32]=[CH:31][CH:30]=[C:29]3[C:24]=2[CH:25]=[CH:26][CH:27]=[N:28]3)[N:18]=1. The catalyst is N1C=CC=CC=1. The product is [C:1]([C:5]1[CH:10]=[CH:9][C:8]([S:11]([NH:22][C:20]2[N:19]([C:23]3[CH:32]=[CH:31][CH:30]=[C:29]4[C:24]=3[CH:25]=[CH:26][CH:27]=[N:28]4)[N:18]=[C:17]([CH3:16])[CH:21]=2)(=[O:13])=[O:12])=[CH:7][C:6]=1[Cl:15])([CH3:4])([CH3:3])[CH3:2]. The yield is 0.830. (2) The reactants are [CH3:1][C:2]1[CH:10]=[C:9]([Br:11])[CH:8]=[CH:7][C:3]=1[C:4]([OH:6])=[O:5].[CH3:12][C:13]([CH3:17])([CH3:16])[CH2:14]O.N1C=CC=CC=1. The catalyst is O=S(Cl)Cl. The product is [CH3:1][C:2]1[CH:10]=[C:9]([Br:11])[CH:8]=[CH:7][C:3]=1[C:4]([O:6][CH2:12][C:13]([CH3:17])([CH3:16])[CH3:14])=[O:5]. The yield is 0.680. (3) The reactants are Cl[CH2:2][C:3]1[N:12]([C:13]2[CH:18]=[CH:17][CH:16]=[CH:15][C:14]=2[Cl:19])[C:11](=[O:20])[C:10]2[C:5](=[CH:6][C:7]3[CH:24]=[CH:23][CH:22]=[CH:21][C:8]=3[CH:9]=2)[N:4]=1.O.[SH:26][C:27]1[N:35]=[CH:34][N:33]=[C:32]2[C:28]=1[NH:29][CH:30]=[N:31]2.C([O-])([O-])=O.[K+].[K+]. The catalyst is CN(C=O)C. The product is [Cl:19][C:14]1[CH:15]=[CH:16][CH:17]=[CH:18][C:13]=1[N:12]1[C:11](=[O:20])[C:10]2[C:5](=[CH:6][C:7]3[CH:24]=[CH:23][CH:22]=[CH:21][C:8]=3[CH:9]=2)[N:4]=[C:3]1[CH2:2][S:26][C:27]1[N:35]=[CH:34][N:33]=[C:32]2[C:28]=1[N:29]=[CH:30][NH:31]2. The yield is 0.480. (4) The yield is 0.710. The catalyst is C(Cl)Cl. The reactants are [F:1][C:2]1[CH:7]=[CH:6][C:5]([C:8]([F:11])([F:10])[F:9])=[CH:4][C:3]=1[N:12]=[C:13]=[O:14].[NH2:15][C:16]1[S:17][C:18]([Br:21])=[CH:19][N:20]=1. The product is [Br:21][C:18]1[S:17][C:16]([NH:15][C:13]([NH:12][C:3]2[CH:4]=[C:5]([C:8]([F:11])([F:10])[F:9])[CH:6]=[CH:7][C:2]=2[F:1])=[O:14])=[N:20][CH:19]=1.